Predict the reactants needed to synthesize the given product. From a dataset of Full USPTO retrosynthesis dataset with 1.9M reactions from patents (1976-2016). (1) Given the product [C:3]([O:7][C:8](=[O:37])[N:9]([CH2:20][CH2:21][N:22]([S:23]([C:26]1[C:27]2[CH:28]=[CH:29][N:30]=[CH:31][C:32]=2[CH:33]=[C:34]([Br:36])[CH:35]=1)(=[O:24])=[O:25])[CH3:38])[CH2:10][CH2:11][O:12][C:13]1[CH:18]=[CH:17][C:16]([Cl:19])=[CH:15][CH:14]=1)([CH3:6])([CH3:4])[CH3:5], predict the reactants needed to synthesize it. The reactants are: CI.[C:3]([O:7][C:8](=[O:37])[N:9]([CH2:20][CH2:21][NH:22][S:23]([C:26]1[C:27]2[CH:28]=[CH:29][N:30]=[CH:31][C:32]=2[CH:33]=[C:34]([Br:36])[CH:35]=1)(=[O:25])=[O:24])[CH2:10][CH2:11][O:12][C:13]1[CH:18]=[CH:17][C:16]([Cl:19])=[CH:15][CH:14]=1)([CH3:6])([CH3:5])[CH3:4].[C:38](=O)([O-])[O-].[K+].[K+]. (2) Given the product [OH:34][CH2:33][CH:29]1[CH2:30][CH2:31][CH2:32][N:28]1[C:26]1[N:27]=[C:22]([NH:21][C:2]2[C:3]3[N:4]([CH:18]=[CH:19][N:20]=3)[N:5]=[C:6]([C:8]3[CH:9]=[C:10]([CH:15]=[CH:16][CH:17]=3)[C:11]([O:13][CH3:14])=[O:12])[CH:7]=2)[CH:23]=[CH:24][CH:25]=1, predict the reactants needed to synthesize it. The reactants are: Br[C:2]1[C:3]2[N:4]([CH:18]=[CH:19][N:20]=2)[N:5]=[C:6]([C:8]2[CH:9]=[C:10]([CH:15]=[CH:16][CH:17]=2)[C:11]([O:13][CH3:14])=[O:12])[CH:7]=1.[NH2:21][C:22]1[N:27]=[C:26]([N:28]2[CH2:32][CH2:31][CH2:30][CH:29]2[CH2:33][OH:34])[CH:25]=[CH:24][CH:23]=1.C1C=CC(P(C2C(C3C(P(C4C=CC=CC=4)C4C=CC=CC=4)=CC=C4C=3C=CC=C4)=C3C(C=CC=C3)=CC=2)C2C=CC=CC=2)=CC=1.C([O-])([O-])=O.[Cs+].[Cs+]. (3) Given the product [Cl:20][C:3]1[N:2]([CH3:1])[C:11](=[O:12])[C:10]2[C:5](=[CH:6][C:7]([C:13]([O:15][CH3:16])=[O:14])=[CH:8][CH:9]=2)[N:4]=1, predict the reactants needed to synthesize it. The reactants are: [CH3:1][N:2]1[C:11](=[O:12])[C:10]2[C:5](=[CH:6][C:7]([C:13]([O:15][CH3:16])=[O:14])=[CH:8][CH:9]=2)[NH:4][C:3]1=O.P(Cl)(Cl)([Cl:20])=O.C(N(CC)C1C=CC=CC=1)C.P(Cl)(Cl)(Cl)(Cl)Cl.